From a dataset of Forward reaction prediction with 1.9M reactions from USPTO patents (1976-2016). Predict the product of the given reaction. (1) Given the reactants [CH3:1][O:2][C:3]([C@H:5]1[CH2:10][CH2:9][C@H:8]([C:11](=O)[NH2:12])[CH2:7][CH2:6]1)=[O:4].COC1C=CC(P2(SP(C3C=CC(OC)=CC=3)(=S)S2)=[S:23])=CC=1, predict the reaction product. The product is: [CH3:1][O:2][C:3]([C@H:5]1[CH2:10][CH2:9][C@H:8]([C:11](=[S:23])[NH2:12])[CH2:7][CH2:6]1)=[O:4]. (2) Given the reactants Br[C:2]1[CH2:7][CH2:6][CH2:5][C:4](=[O:8])[CH:3]=1.[CH3:9][O:10][C:11]1[CH:12]=[C:13](B(O)O)[CH:14]=[CH:15][CH:16]=1, predict the reaction product. The product is: [CH3:9][O:10][C:11]1[CH:12]=[C:13]([C:2]2[CH2:7][CH2:6][CH2:5][C:4](=[O:8])[CH:3]=2)[CH:14]=[CH:15][CH:16]=1. (3) Given the reactants [C:1]1([C@@H:7]2[CH2:9][C@H:8]2[C:10]([OH:12])=[O:11])[CH:6]=[CH:5][CH:4]=[CH:3][CH:2]=1.ClC(O[CH2:17][CH3:18])=O, predict the reaction product. The product is: [CH2:17]([O:11][C:10]([C@@H:8]1[CH2:9][C@H:7]1[C:1]1[CH:6]=[CH:5][CH:4]=[CH:3][CH:2]=1)=[O:12])[CH3:18]. (4) Given the reactants [NH:1]1[CH2:4][CH:3]([O:5][C:6]2[CH:11]=[CH:10][C:9]([C:12]3[CH:13]=[CH:14][C:15]([S:18]([CH3:21])(=[O:20])=[O:19])=[N:16][CH:17]=3)=[CH:8][CH:7]=2)[CH2:2]1.C(N(CC)CC)C.C([O:31][C:32](=[O:35])[CH2:33]Br)C, predict the reaction product. The product is: [CH3:21][S:18]([C:15]1[N:16]=[CH:17][C:12]([C:9]2[CH:8]=[CH:7][C:6]([O:5][CH:3]3[CH2:4][N:1]([CH2:33][C:32]([OH:35])=[O:31])[CH2:2]3)=[CH:11][CH:10]=2)=[CH:13][CH:14]=1)(=[O:20])=[O:19]. (5) The product is: [CH2:1]([O:3][C:4]([C:5]1[O:13][C:14]2[CH:15]=[C:16]([F:20])[CH:17]=[CH:18][C:19]=2[C:6]=1[C:7]([O:9][CH2:10][CH3:11])=[O:8])=[O:21])[CH3:2]. Given the reactants [CH2:1]([O:3][C:4](=[O:21])[CH:5]([O:13][C:14]1[CH:19]=[CH:18][CH:17]=[C:16]([F:20])[CH:15]=1)[C:6](=O)[C:7]([O:9][CH2:10][CH3:11])=[O:8])[CH3:2].S(=O)(=O)(O)O, predict the reaction product. (6) Given the reactants Br[C:2]1[CH:21]=[CH:20][C:19]([O:22][CH3:23])=[CH:18][C:3]=1[O:4][CH2:5][CH:6]1[CH:10]=[CH:9][CH2:8][N:7]1[C:11]([O:13][C:14]([CH3:17])([CH3:16])[CH3:15])=[O:12].C([SnH](CCCC)CCCC)CCC.C1CCN2C(=NCCC2)CC1, predict the reaction product. The product is: [CH3:23][O:22][C:19]1[CH:20]=[CH:21][C:2]2[CH:10]3[CH:6]([N:7]([C:11]([O:13][C:14]([CH3:17])([CH3:16])[CH3:15])=[O:12])[CH2:8][CH2:9]3)[CH2:5][O:4][C:3]=2[CH:18]=1.